Dataset: Forward reaction prediction with 1.9M reactions from USPTO patents (1976-2016). Task: Predict the product of the given reaction. Given the reactants [F:1][C:2]1[CH:29]=[CH:28][C:5]([O:6][CH2:7][CH2:8][CH2:9][CH2:10][CH2:11][CH2:12][CH2:13][C:14]2[CH:19]=[CH:18][C:17]([NH:20]C(=O)OC(C)(C)C)=[CH:16][CH:15]=2)=[CH:4][CH:3]=1.FC(F)(F)C(O)=O, predict the reaction product. The product is: [F:1][C:2]1[CH:3]=[CH:4][C:5]([O:6][CH2:7][CH2:8][CH2:9][CH2:10][CH2:11][CH2:12][CH2:13][C:14]2[CH:15]=[CH:16][C:17]([NH2:20])=[CH:18][CH:19]=2)=[CH:28][CH:29]=1.